This data is from Full USPTO retrosynthesis dataset with 1.9M reactions from patents (1976-2016). The task is: Predict the reactants needed to synthesize the given product. (1) Given the product [CH3:12][C:6]1[CH:5]=[C:4]2[C:9]([CH:10]=[CH:11][C:2]([CH:1]=[O:14])=[N:3]2)=[CH:8][CH:7]=1, predict the reactants needed to synthesize it. The reactants are: [CH3:1][C:2]1[CH:11]=[CH:10][C:9]2[C:4](=[CH:5][C:6]([CH3:12])=[CH:7][CH:8]=2)[N:3]=1.[Se](=O)=[O:14]. (2) The reactants are: O1CCOCC1.Cl[C:8]1[C:9](=[O:17])[N:10]([CH3:16])[N:11]=[CH:12][C:13]=1[O:14][CH3:15].[CH3:18][C:19]1[CH:24]=[C:23]([CH3:25])[CH:22]=[C:21]([CH3:26])[C:20]=1B(O)O.C(=O)([O-])[O-].[Na+].[Na+]. Given the product [CH3:15][O:14][C:13]1[CH:12]=[N:11][N:10]([CH3:16])[C:9](=[O:17])[C:8]=1[C:20]1[C:21]([CH3:26])=[CH:22][C:23]([CH3:25])=[CH:24][C:19]=1[CH3:18], predict the reactants needed to synthesize it. (3) Given the product [F:6][C:7]1[CH:12]=[CH:11][C:10]([C:13]2[C:21]([C:22]3[CH:27]=[CH:26][N:25]=[C:24]([NH:28][C:2](=[O:3])[O:4][CH3:5])[CH:23]=3)=[C:16]3[CH2:17][CH2:18][CH2:19][CH2:20][N:15]3[N:14]=2)=[CH:9][CH:8]=1, predict the reactants needed to synthesize it. The reactants are: Cl[C:2]([O:4][CH3:5])=[O:3].[F:6][C:7]1[CH:12]=[CH:11][C:10]([C:13]2[C:21]([C:22]3[CH:27]=[CH:26][N:25]=[C:24]([NH2:28])[CH:23]=3)=[C:16]3[CH2:17][CH2:18][CH2:19][CH2:20][N:15]3[N:14]=2)=[CH:9][CH:8]=1.C(N(C(C)C)CC)(C)C.O. (4) Given the product [CH2:15]([C:19]1[CH:24]=[CH:23][C:22]([C:25]2[C:26]3[C:27]4[NH:31][C:19]5[C:24]([C:28]=4[CH2:29][CH2:30][C:11]=3[CH:12]=[C:3]([C:1]#[N:2])[CH:4]=2)=[CH:23][CH:22]=[CH:21][CH:20]=5)=[CH:21][CH:20]=1)[CH2:16][CH2:17][CH3:18], predict the reactants needed to synthesize it. The reactants are: [C:1]([C:3]1[CH:4]=C2C(=[CH:11][CH:12]=1)C(=O)CCC2)#[N:2].Cl.[CH2:15]([C:19]1[CH:24]=[CH:23][C:22]([C:25]2[CH:30]=[CH:29][CH:28]=[C:27]([NH:31]N)[CH:26]=2)=[CH:21][CH:20]=1)[CH2:16][CH2:17][CH3:18]. (5) Given the product [CH3:20][Sn:21]([CH3:23])([CH3:22])[C:5]1[S:1][C:2]2[CH:8]=[C:7]([Sn:21]([CH3:23])([CH3:22])[CH3:20])[S:6][C:3]=2[CH:4]=1, predict the reactants needed to synthesize it. The reactants are: [S:1]1[CH:5]=[CH:4][C:3]2[S:6][CH:7]=[CH:8][C:2]1=2.C([Li])CCC.CCCCCC.[CH3:20][Sn:21](Cl)([CH3:23])[CH3:22]. (6) Given the product [CH3:38][O:37][C:34]1[CH:33]=[CH:32][C:31]([CH2:30][N:8]([CH2:7][C:6]2[CH:5]=[CH:4][C:3]([O:2][CH3:1])=[CH:40][CH:39]=2)[C:9]2[N:10]=[CH:11][C:12]([C:15]3[C:16]4[CH2:29][CH2:28][N:27]([S:44]([CH2:41][CH2:42][CH3:43])(=[O:46])=[O:45])[C:17]=4[N:18]=[C:19]([N:21]4[CH2:26][CH2:25][O:24][CH2:23][CH2:22]4)[N:20]=3)=[CH:13][N:14]=2)=[CH:36][CH:35]=1, predict the reactants needed to synthesize it. The reactants are: [CH3:1][O:2][C:3]1[CH:40]=[CH:39][C:6]([CH2:7][N:8]([CH2:30][C:31]2[CH:36]=[CH:35][C:34]([O:37][CH3:38])=[CH:33][CH:32]=2)[C:9]2[N:14]=[CH:13][C:12]([C:15]3[C:16]4[CH2:29][CH2:28][NH:27][C:17]=4[N:18]=[C:19]([N:21]4[CH2:26][CH2:25][O:24][CH2:23][CH2:22]4)[N:20]=3)=[CH:11][N:10]=2)=[CH:5][CH:4]=1.[CH2:41]([S:44](Cl)(=[O:46])=[O:45])[CH2:42][CH3:43]. (7) Given the product [F:57][C:29]1([F:28])[CH2:34][CH2:33][N:32]([C:35]([C:37]2[N:38]([CH2:24][C:23]3[CH:26]=[CH:27][C:20]([F:19])=[CH:21][CH:22]=3)[C:39]3[C:44]([CH:45]=2)=[CH:43][C:42]([C:46]([N:48]2[CH2:49][CH2:50][N:51]([CH:54]([CH3:55])[CH3:56])[CH2:52][CH2:53]2)=[O:47])=[CH:41][CH:40]=3)=[O:36])[CH2:31][CH2:30]1, predict the reactants needed to synthesize it. The reactants are: [Cl-].C(C[P+](C)(C)C)#N.C[Si]([N-][Si](C)(C)C)(C)C.[K+].[F:19][C:20]1[CH:27]=[CH:26][C:23]([CH2:24]O)=[CH:22][CH:21]=1.[F:28][C:29]1([F:57])[CH2:34][CH2:33][N:32]([C:35]([C:37]2[NH:38][C:39]3[C:44]([CH:45]=2)=[CH:43][C:42]([C:46]([N:48]2[CH2:53][CH2:52][N:51]([CH:54]([CH3:56])[CH3:55])[CH2:50][CH2:49]2)=[O:47])=[CH:41][CH:40]=3)=[O:36])[CH2:31][CH2:30]1.